This data is from Catalyst prediction with 721,799 reactions and 888 catalyst types from USPTO. The task is: Predict which catalyst facilitates the given reaction. (1) Product: [CH3:8][Si:9]([CH2:12][CH2:13][O:14][CH2:15][N:5]1[CH:6]=[CH:7][C:2](=[O:1])[CH:3]=[CH:4]1)([CH3:11])[CH3:10]. The catalyst class is: 10. Reactant: [OH:1][C:2]1[CH:7]=[CH:6][N:5]=[CH:4][CH:3]=1.[CH3:8][Si:9]([CH2:12][CH2:13][O:14][CH2:15]Cl)([CH3:11])[CH3:10].C(=O)([O-])[O-].[Cs+].[Cs+]. (2) Reactant: [F:1][C:2]([F:42])([F:41])[C:3]1[CH:8]=[CH:7][C:6]([N:9]2[CH2:14][CH2:13][CH:12]([O:15][C:16]3[CH:40]=[CH:39][C:19]4[N:20]=[C:21]([C:23]([NH:25][CH:26]5[CH2:31][CH2:30][N:29](C(OC(C)(C)C)=O)[CH2:28][CH2:27]5)=[O:24])[S:22][C:18]=4[CH:17]=3)[CH2:11][CH2:10]2)=[CH:5][CH:4]=1.Cl. Product: [NH:29]1[CH2:30][CH2:31][CH:26]([NH:25][C:23]([C:21]2[S:22][C:18]3[CH:17]=[C:16]([O:15][CH:12]4[CH2:11][CH2:10][N:9]([C:6]5[CH:5]=[CH:4][C:3]([C:2]([F:42])([F:1])[F:41])=[CH:8][CH:7]=5)[CH2:14][CH2:13]4)[CH:40]=[CH:39][C:19]=3[N:20]=2)=[O:24])[CH2:27][CH2:28]1. The catalyst class is: 12. (3) Reactant: [CH2:1]([O:3][C:4]([C:6]1([NH:17][C:18](=[O:27])[C:19]2[CH:24]=[CH:23][CH:22]=[C:21]([CH3:25])[C:20]=2I)[CH2:14][C:13]2[C:8](=[CH:9][CH:10]=[C:11]([F:16])[C:12]=2[F:15])[CH2:7]1)=[O:5])[CH3:2].[CH3:28][C:29]([CH3:40])=[CH:30]B1OC(C)(C)C(C)(C)O1.C([O-])([O-])=O.[K+].[K+].N#N. Product: [CH2:1]([O:3][C:4]([C:6]1([NH:17][C:18](=[O:27])[C:19]2[CH:24]=[CH:23][CH:22]=[C:21]([CH3:25])[C:20]=2[CH:28]=[C:29]([CH3:40])[CH3:30])[CH2:14][C:13]2[C:8](=[CH:9][CH:10]=[C:11]([F:16])[C:12]=2[F:15])[CH2:7]1)=[O:5])[CH3:2]. The catalyst class is: 75. (4) Reactant: [CH2:1]([O:8][C@H:9]1[C@H:15]([O:16][CH2:17][C:18]2[CH:23]=[CH:22][CH:21]=[CH:20][CH:19]=2)[C@@H:14]([O:24][CH2:25][C:26]2[CH:31]=[CH:30][CH:29]=[CH:28][CH:27]=2)[C@:13]2([C:33]3[CH:38]=[CH:37][C:36]([Cl:39])=[C:35]([CH2:40][C:41]4[CH:46]=[CH:45][C:44]([O:47][C:48]([F:51])([F:50])[F:49])=[CH:43][CH:42]=4)[CH:34]=3)[O:32][C@@:10]1([CH2:52][OH:53])[CH2:11][O:12]2)[C:2]1[CH:7]=[CH:6][CH:5]=[CH:4][CH:3]=1.C(=O)(O)[O-:55].[Na+].[Br-].[K+].Cl[O-].[Na+].Cl. Product: [CH2:1]([O:8][C@H:9]1[C@H:15]([O:16][CH2:17][C:18]2[CH:23]=[CH:22][CH:21]=[CH:20][CH:19]=2)[C@@H:14]([O:24][CH2:25][C:26]2[CH:31]=[CH:30][CH:29]=[CH:28][CH:27]=2)[C@:13]2([C:33]3[CH:38]=[CH:37][C:36]([Cl:39])=[C:35]([CH2:40][C:41]4[CH:42]=[CH:43][C:44]([O:47][C:48]([F:51])([F:50])[F:49])=[CH:45][CH:46]=4)[CH:34]=3)[O:32][C@@:10]1([C:52]([OH:55])=[O:53])[CH2:11][O:12]2)[C:2]1[CH:3]=[CH:4][CH:5]=[CH:6][CH:7]=1. The catalyst class is: 7. (5) Reactant: O.[NH2:2][NH2:3].F[C:5]1[CH:12]=[CH:11][C:10]([C:13]2[CH:21]=[CH:20][CH:19]=[C:18]3[C:14]=2[CH:15]=[CH:16][NH:17]3)=[CH:9][C:6]=1[C:7]#[N:8]. Product: [NH:17]1[C:18]2[C:14](=[C:13]([C:10]3[CH:9]=[C:6]4[C:5](=[CH:12][CH:11]=3)[NH:3][N:2]=[C:7]4[NH2:8])[CH:21]=[CH:20][CH:19]=2)[CH:15]=[CH:16]1. The catalyst class is: 51. (6) Reactant: [NH2:1][CH2:2][CH2:3][CH2:4][NH2:5].C(N(CC)C(C)C)(C)C.C([O:17][C:18]([C:20]1[N:25]2[C:26]([C:29](=[O:34])C(Cl)(Cl)Cl)=[CH:27][N:28]=[C:24]2[CH:23]=[CH:22][CH:21]=1)=O)C.C1C=CC(N([S:42]([C:45]([F:48])([F:47])[F:46])(=[O:44])=[O:43])[S:42]([C:45]([F:48])([F:47])[F:46])(=[O:44])=[O:43])=CC=1. Product: [F:46][C:45]([F:48])([F:47])[S:42]([NH:1][CH2:2][CH2:3][CH2:4][N:5]1[C:18](=[O:17])[C:20]2[N:25]3[C:26](=[CH:27][N:28]=[C:24]3[CH:23]=[CH:22][CH:21]=2)[C:29]1=[O:34])(=[O:44])=[O:43]. The catalyst class is: 10. (7) Reactant: [OH:1][C:2](=[C:5]1[C:10](=[O:11])[O:9][C:8]([CH3:13])(C)OC1=O)[CH2:3][CH3:4].[CH2:15](O)C#C. Product: [O:1]=[C:2]([CH2:3][CH3:4])[CH2:5][C:10]([O:9][CH2:8][C:13]#[CH:15])=[O:11]. The catalyst class is: 48. (8) Reactant: O[CH2:2][CH2:3][CH2:4][C@@H:5]([CH2:21][O:22]S(C1C=CC(C)=CC=1)(=O)=O)[CH2:6][C@H:7]1[CH2:11][O:10][C:9]([CH3:13])([CH3:12])[N:8]1[C:14]([O:16][C:17]([CH3:20])([CH3:19])[CH3:18])=[O:15].[H-].[Na+]. Product: [CH3:13][C:9]1([CH3:12])[N:8]([C:14]([O:16][C:17]([CH3:18])([CH3:19])[CH3:20])=[O:15])[C@@H:7]([CH2:6][C@H:5]2[CH2:4][CH2:3][CH2:2][O:22][CH2:21]2)[CH2:11][O:10]1. The catalyst class is: 3. (9) Reactant: [CH2:1]([O:3][C:4]([CH:6]([CH:9]=O)[CH:7]=O)=[O:5])[CH3:2].Cl.[C:12]([C:14]1[CH:19]=[CH:18][C:17]([NH:20][NH2:21])=[CH:16][CH:15]=1)#[N:13]. Product: [CH2:1]([O:3][C:4]([C:6]1[CH:9]=[N:21][N:20]([C:17]2[CH:18]=[CH:19][C:14]([C:12]#[N:13])=[CH:15][CH:16]=2)[CH:7]=1)=[O:5])[CH3:2]. The catalyst class is: 14.